From a dataset of Peptide-MHC class I binding affinity with 185,985 pairs from IEDB/IMGT. Regression. Given a peptide amino acid sequence and an MHC pseudo amino acid sequence, predict their binding affinity value. This is MHC class I binding data. (1) The peptide sequence is RYRRLIQIL. The MHC is HLA-A31:01 with pseudo-sequence HLA-A31:01. The binding affinity (normalized) is 0.360. (2) The peptide sequence is NTAINFFLY. The MHC is HLA-A02:11 with pseudo-sequence HLA-A02:11. The binding affinity (normalized) is 0.0847. (3) The peptide sequence is LPPVVPPLI. The MHC is HLA-A03:01 with pseudo-sequence HLA-A03:01. The binding affinity (normalized) is 0.0847. (4) The peptide sequence is FLMGFNRDV. The MHC is HLA-A69:01 with pseudo-sequence HLA-A69:01. The binding affinity (normalized) is 0.310.